Task: Regression. Given two drug SMILES strings and cell line genomic features, predict the synergy score measuring deviation from expected non-interaction effect.. Dataset: NCI-60 drug combinations with 297,098 pairs across 59 cell lines (1) Drug 1: CCC1=CC2CC(C3=C(CN(C2)C1)C4=CC=CC=C4N3)(C5=C(C=C6C(=C5)C78CCN9C7C(C=CC9)(C(C(C8N6C)(C(=O)OC)O)OC(=O)C)CC)OC)C(=O)OC.C(C(C(=O)O)O)(C(=O)O)O. Drug 2: C(CN)CNCCSP(=O)(O)O. Cell line: SNB-75. Synergy scores: CSS=12.5, Synergy_ZIP=-3.18, Synergy_Bliss=-1.26, Synergy_Loewe=-40.8, Synergy_HSA=-2.51. (2) Drug 1: CC(CN1CC(=O)NC(=O)C1)N2CC(=O)NC(=O)C2. Drug 2: C1CN(P(=O)(OC1)NCCCl)CCCl. Cell line: SNB-19. Synergy scores: CSS=10.9, Synergy_ZIP=-2.69, Synergy_Bliss=-1.71, Synergy_Loewe=-6.55, Synergy_HSA=-2.02. (3) Drug 1: CC1=CC2C(CCC3(C2CCC3(C(=O)C)OC(=O)C)C)C4(C1=CC(=O)CC4)C. Drug 2: C1=NNC2=C1C(=O)NC=N2. Cell line: SK-MEL-2. Synergy scores: CSS=-12.9, Synergy_ZIP=2.89, Synergy_Bliss=-5.12, Synergy_Loewe=-11.5, Synergy_HSA=-10.2. (4) Drug 1: C1=CC(=C2C(=C1NCCNCCO)C(=O)C3=C(C=CC(=C3C2=O)O)O)NCCNCCO. Drug 2: CCC1(C2=C(COC1=O)C(=O)N3CC4=CC5=C(C=CC(=C5CN(C)C)O)N=C4C3=C2)O.Cl. Cell line: HT29. Synergy scores: CSS=45.0, Synergy_ZIP=3.94, Synergy_Bliss=3.55, Synergy_Loewe=0.414, Synergy_HSA=5.76. (5) Drug 1: C1=CN(C=N1)CC(O)(P(=O)(O)O)P(=O)(O)O. Drug 2: C1CN1C2=NC(=NC(=N2)N3CC3)N4CC4. Cell line: HCT-15. Synergy scores: CSS=20.2, Synergy_ZIP=0.645, Synergy_Bliss=-1.49, Synergy_Loewe=-11.3, Synergy_HSA=-5.86. (6) Drug 1: CN(C)C1=NC(=NC(=N1)N(C)C)N(C)C. Drug 2: CN1C(=O)N2C=NC(=C2N=N1)C(=O)N. Cell line: MDA-MB-435. Synergy scores: CSS=-7.38, Synergy_ZIP=5.64, Synergy_Bliss=6.26, Synergy_Loewe=-2.97, Synergy_HSA=-1.87. (7) Drug 1: CC1CCC2CC(C(=CC=CC=CC(CC(C(=O)C(C(C(=CC(C(=O)CC(OC(=O)C3CCCCN3C(=O)C(=O)C1(O2)O)C(C)CC4CCC(C(C4)OC)OCCO)C)C)O)OC)C)C)C)OC. Drug 2: CN1C2=C(C=C(C=C2)N(CCCl)CCCl)N=C1CCCC(=O)O.Cl. Cell line: M14. Synergy scores: CSS=19.9, Synergy_ZIP=-4.14, Synergy_Bliss=-1.41, Synergy_Loewe=-15.8, Synergy_HSA=-0.973.